This data is from Catalyst prediction with 721,799 reactions and 888 catalyst types from USPTO. The task is: Predict which catalyst facilitates the given reaction. (1) Reactant: Br[C:2]1[C:3]([C:9]#[N:10])=[N:4][CH:5]=[C:6]([CH3:8])[CH:7]=1.C([O-])([O-])=O.[K+].[K+].[N:17]1[NH:18][N:19]=[CH:20][CH:21]=1. Product: [CH3:8][C:6]1[CH:7]=[C:2]([N:18]2[N:19]=[CH:20][CH:21]=[N:17]2)[C:3]([C:9]#[N:10])=[N:4][CH:5]=1.[CH3:8][C:6]1[CH:7]=[C:2]([N:17]2[CH:21]=[CH:20][N:19]=[N:18]2)[C:3]([C:9]#[N:10])=[N:4][CH:5]=1. The catalyst class is: 3. (2) Reactant: [NH:1]1[CH2:5][CH2:4][CH2:3][CH2:2]1.[CH2:6]([O:13][N:14]1[C:19](=[O:20])[C:18]2[CH:21]=[C:22]([F:26])[C:23](Cl)=[N:24][C:17]=2[N:16]([C:27]2[CH:32]=[CH:31][C:30]([F:33])=[CH:29][CH:28]=2)[C:15]1=[O:34])[C:7]1[CH:12]=[CH:11][CH:10]=[CH:9][CH:8]=1.C(N(CC)CC)C. Product: [CH2:6]([O:13][N:14]1[C:19](=[O:20])[C:18]2[CH:21]=[C:22]([F:26])[C:23]([N:1]3[CH2:5][CH2:4][CH2:3][CH2:2]3)=[N:24][C:17]=2[N:16]([C:27]2[CH:28]=[CH:29][C:30]([F:33])=[CH:31][CH:32]=2)[C:15]1=[O:34])[C:7]1[CH:12]=[CH:11][CH:10]=[CH:9][CH:8]=1. The catalyst class is: 10. (3) Reactant: [C:1]([NH:4][CH2:5][CH2:6][C:7]1[CH:25]=[CH:24][CH:23]=[CH:22][C:8]=1[O:9][C:10]1[CH:15]=[CH:14][CH:13]=[CH:12][C:11]=1/[CH:16]=[CH:17]/[C:18]([O:20]C)=[O:19])(=[O:3])[CH3:2].[OH-].[Na+].Cl. Product: [C:1]([NH:4][CH2:5][CH2:6][C:7]1[CH:25]=[CH:24][CH:23]=[CH:22][C:8]=1[O:9][C:10]1[CH:15]=[CH:14][CH:13]=[CH:12][C:11]=1[CH2:16][CH2:17][C:18]([OH:20])=[O:19])(=[O:3])[CH3:2]. The catalyst class is: 29. (4) The catalyst class is: 2. Product: [Cl:1][C:2]1[CH:3]=[CH:4][C:5]([O:10][C:9]2[CH:11]=[C:12]([OH:13])[CH:14]=[CH:15][CH:16]=2)=[N:6][CH:7]=1. Reactant: [Cl:1][C:2]1[CH:3]=[CH:4][C:5](F)=[N:6][CH:7]=1.[C:9]1([CH:16]=[CH:15][CH:14]=[C:12]([OH:13])[CH:11]=1)[OH:10].CS(C)=O.C([O-])([O-])=O.[Cs+].[Cs+]. (5) Reactant: C[O:2][C:3]([C:5]1[C:13]2[N:12]=[C:11]([NH:14][CH2:15][CH:16]3[CH2:21][CH2:20][N:19]([CH2:22][C:23]4[CH:28]=[C:27]([Cl:29])[CH:26]=[C:25]([Cl:30])[C:24]=4[OH:31])[CH2:18][CH2:17]3)[NH:10][C:9]=2[CH:8]=[CH:7][CH:6]=1)=[O:4].[OH-].[Li+].Cl.C(OCC)(=O)C. Product: [Cl:30][C:25]1[C:24]([OH:31])=[C:23]([CH:28]=[C:27]([Cl:29])[CH:26]=1)[CH2:22][N:19]1[CH2:18][CH2:17][CH:16]([CH2:15][NH:14][C:11]2[NH:10][C:9]3[CH:8]=[CH:7][CH:6]=[C:5]([C:3]([OH:4])=[O:2])[C:13]=3[N:12]=2)[CH2:21][CH2:20]1. The catalyst class is: 5. (6) Reactant: Br[C:2]1[CH:3]=[C:4]2[C:9](=[CH:10][CH:11]=1)[N:8]=[C:7]([C:12]1[CH:13]=[N:14][CH:15]=[CH:16][CH:17]=1)[N:6]=[C:5]2[NH:18][CH3:19].[NH2:20][C:21]1[CH:26]=[CH:25][CH:24]=[C:23]([F:27])[C:22]=1B(O)O.O.P([O-])([O-])([O-])=O.[K+].[K+].[K+]. Product: [NH2:20][C:21]1[CH:26]=[CH:25][CH:24]=[C:23]([F:27])[C:22]=1[C:2]1[CH:3]=[C:4]2[C:9](=[CH:10][CH:11]=1)[N:8]=[C:7]([C:12]1[CH:13]=[N:14][CH:15]=[CH:16][CH:17]=1)[N:6]=[C:5]2[NH:18][CH3:19]. The catalyst class is: 38.